Task: Predict the product of the given reaction.. Dataset: Forward reaction prediction with 1.9M reactions from USPTO patents (1976-2016) (1) Given the reactants N[C:2]1[CH:6]=[CH:5][S:4][C:3]=1[C:7]([O:9][CH3:10])=[O:8].[N:11]([O-:13])=[O:12].[Na+].F[B-](F)(F)F.[Na+], predict the reaction product. The product is: [N+:11]([C:2]1[CH:6]=[CH:5][S:4][C:3]=1[C:7]([O:9][CH3:10])=[O:8])([O-:13])=[O:12]. (2) Given the reactants [Cl:1][C:2]1[CH:7]=[CH:6][C:5]([C@@H:8]2[C@@H:12]([C:13]3[CH:18]=[CH:17][CH:16]=[C:15]([Cl:19])[CH:14]=3)[O:11]C(=O)[N:9]2C(OC(C)(C)C)=O)=[C:4]([F:28])[CH:3]=1.[OH-].[Na+], predict the reaction product. The product is: [NH2:9][C@H:8]([C:5]1[CH:6]=[CH:7][C:2]([Cl:1])=[CH:3][C:4]=1[F:28])[C@@H:12]([C:13]1[CH:18]=[CH:17][CH:16]=[C:15]([Cl:19])[CH:14]=1)[OH:11]. (3) Given the reactants Cl[C:2]1[CH:7]=[C:6]([Cl:8])[C:5]([N+:9]([O-:11])=[O:10])=[CH:4][C:3]=1[N+:12]([O-:14])=[O:13].[NH2:15][C:16]1[CH:21]=[CH:20][C:19]([CH2:22][CH2:23][OH:24])=[CH:18][CH:17]=1, predict the reaction product. The product is: [Cl:8][C:6]1[C:5]([N+:9]([O-:11])=[O:10])=[CH:4][C:3]([N+:12]([O-:14])=[O:13])=[C:2]([CH:7]=1)[NH:15][C:16]1[CH:21]=[CH:20][C:19]([CH2:22][CH2:23][OH:24])=[CH:18][CH:17]=1. (4) Given the reactants [CH:1]1[CH:6]=[N:5][CH:4]=[C:3]2[CH2:7][O:8][C:9]3[CH:10]=[C:11]([C:15]#[N:16])[CH:12]=[CH:13][C:14]=3[C:2]=12.Br[C:18]1[S:19][CH:20]=[C:21]([C:23]([O:25][CH2:26][CH3:27])=[O:24])[N:22]=1.[O-]P([O-])([O-])=O.[K+].[K+].[K+].[OH2:36], predict the reaction product. The product is: [CH:1]1[CH:6]=[N:5][CH:4]=[C:3]2[CH2:7][O:8][C:9]3[CH:10]=[C:11]([C:15]([NH:16][CH2:15][C:11]4[CH:10]=[C:9]([C:18]5[S:19][CH:20]=[C:21]([C:23]([O:25][CH2:26][CH3:27])=[O:24])[N:22]=5)[CH:14]=[CH:13][CH:12]=4)=[O:36])[CH:12]=[CH:13][C:14]=3[C:2]=12. (5) Given the reactants [CH:1]1([C:4]2[N:9]=[C:8]([C:10]([NH:12][C:13]3[S:17][C:16]([CH3:18])=[N:15][C:14]=3[C:19](O)=[O:20])=[O:11])[C:7]([NH:22][C:23]3[CH:24]=[N:25][CH:26]=[N:27][CH:28]=3)=[N:6][CH:5]=2)[CH2:3][CH2:2]1.Cl.[CH3:30][NH2:31], predict the reaction product. The product is: [CH3:18][C:16]1[S:17][C:13]([NH:12][C:10]([C:8]2[C:7]([NH:22][C:23]3[CH:28]=[N:27][CH:26]=[N:25][CH:24]=3)=[N:6][CH:5]=[C:4]([CH:1]3[CH2:3][CH2:2]3)[N:9]=2)=[O:11])=[C:14]([C:19](=[O:20])[NH:31][CH3:30])[N:15]=1. (6) Given the reactants Cl.[CH3:2][C@@H:3]1[CH2:8][N:7]([C:9]2[N:14]=[C:13]([NH:15]C(=O)C(C)(C)C)[C:12]([O:22][CH2:23][C:24]([O:26]CC)=O)=[CH:11][CH:10]=2)[C@H:6]([C:29]2[CH:34]=[CH:33][CH:32]=[CH:31][CH:30]=2)[CH2:5][O:4]1, predict the reaction product. The product is: [CH3:2][C@@H:3]1[CH2:8][N:7]([C:9]2[CH:10]=[CH:11][C:12]3[O:22][CH2:23][C:24](=[O:26])[NH:15][C:13]=3[N:14]=2)[C@H:6]([C:29]2[CH:30]=[CH:31][CH:32]=[CH:33][CH:34]=2)[CH2:5][O:4]1.